From a dataset of NCI-60 drug combinations with 297,098 pairs across 59 cell lines. Regression. Given two drug SMILES strings and cell line genomic features, predict the synergy score measuring deviation from expected non-interaction effect. Drug 1: C1CN(CCN1C(=O)CCBr)C(=O)CCBr. Drug 2: CN(C(=O)NC(C=O)C(C(C(CO)O)O)O)N=O. Cell line: OVCAR-4. Synergy scores: CSS=2.25, Synergy_ZIP=-0.0835, Synergy_Bliss=-2.06, Synergy_Loewe=-12.8, Synergy_HSA=-6.36.